This data is from Reaction yield outcomes from USPTO patents with 853,638 reactions. The task is: Predict the reaction yield, written as a fraction of the theoretical maximum amount of product (1.0 means a 100% yield; for example, 0.34 means a 34% yield). The reactants are [NH2:1][C:2]1[CH:3]=[C:4]([CH:9]=[C:10](Br)[CH:11]=1)[C:5]([O:7][CH3:8])=[O:6].[C:13]1(B(O)O)[CH:18]=[CH:17][CH:16]=[CH:15][CH:14]=1.C(=O)([O-])[O-].[K+].[K+].Cl. The catalyst is O1CCOCC1.O.C1C=CC([P]([Pd]([P](C2C=CC=CC=2)(C2C=CC=CC=2)C2C=CC=CC=2)([P](C2C=CC=CC=2)(C2C=CC=CC=2)C2C=CC=CC=2)[P](C2C=CC=CC=2)(C2C=CC=CC=2)C2C=CC=CC=2)(C2C=CC=CC=2)C2C=CC=CC=2)=CC=1. The product is [NH2:1][C:2]1[CH:3]=[C:4]([C:5]([O:7][CH3:8])=[O:6])[CH:9]=[C:10]([C:13]2[CH:18]=[CH:17][CH:16]=[CH:15][CH:14]=2)[CH:11]=1. The yield is 0.760.